From a dataset of Peptide-MHC class I binding affinity with 185,985 pairs from IEDB/IMGT. Regression. Given a peptide amino acid sequence and an MHC pseudo amino acid sequence, predict their binding affinity value. This is MHC class I binding data. The peptide sequence is AFPTSCHMFIICF. The MHC is HLA-B18:01 with pseudo-sequence HLA-B18:01. The binding affinity (normalized) is 0.